This data is from Catalyst prediction with 721,799 reactions and 888 catalyst types from USPTO. The task is: Predict which catalyst facilitates the given reaction. Reactant: [Cl:1][C:2]1[CH:3]=[C:4]([C@@:8]([C@@H:17]2[CH2:22][CH2:21][CH2:20][NH:19][CH2:18]2)([O:10][CH2:11][C:12]([O:14][CH2:15][CH3:16])=[O:13])[CH3:9])[CH:5]=[CH:6][CH:7]=1.[CH:23]1([CH2:29][C@H:30]([NH:43][C:44](=O)[O:45]C2C=CC([N+]([O-])=O)=CC=2)[CH2:31][N:32]([CH3:42])[C:33]([O:35][CH2:36][CH2:37][Si:38]([CH3:41])([CH3:40])[CH3:39])=[O:34])[CH2:28][CH2:27][CH2:26][CH2:25][CH2:24]1.CCN(C(C)C)C(C)C. Product: [Cl:1][C:2]1[CH:3]=[C:4]([C@@:8]([C@@H:17]2[CH2:22][CH2:21][CH2:20][N:19]([C:44](=[O:45])[NH:43][C@H:30]([CH2:31][N:32]([CH3:42])[C:33]([O:35][CH2:36][CH2:37][Si:38]([CH3:41])([CH3:40])[CH3:39])=[O:34])[CH2:29][CH:23]3[CH2:28][CH2:27][CH2:26][CH2:25][CH2:24]3)[CH2:18]2)([O:10][CH2:11][C:12]([O:14][CH2:15][CH3:16])=[O:13])[CH3:9])[CH:5]=[CH:6][CH:7]=1. The catalyst class is: 2.